Dataset: Full USPTO retrosynthesis dataset with 1.9M reactions from patents (1976-2016). Task: Predict the reactants needed to synthesize the given product. Given the product [CH3:18][O:19][CH3:10].[CH3:1][C:2]([CH3:29])=[CH:3][CH2:4][CH2:5]/[C:6](/[CH3:28])=[CH:7]/[CH2:8][CH2:9][C@:10]1([CH3:27])[O:19][C:18]2[C:13](=[C:14]([OH:25])[CH:15]=[C:16]3[C:22](=[O:23])[N:21]([CH3:24])[CH2:20][C:17]3=2)[CH2:12][C@@H:11]1[OH:26], predict the reactants needed to synthesize it. The reactants are: [CH3:1][C:2]([CH3:29])=[CH:3][CH2:4][CH2:5]/[C:6](/[CH3:28])=[CH:7]/[CH2:8][CH2:9][C@:10]1([CH3:27])[O:19][C:18]2[C:13](=[C:14]([OH:25])[CH:15]=[C:16]3[C:22](=[O:23])[N:21]([CH3:24])[CH2:20][C:17]3=2)[CH2:12][C@@H:11]1[OH:26].C(N(CC)C(C)C)(C)C.C[Si](C=[N+]=[N-])(C)C.